Dataset: Reaction yield outcomes from USPTO patents with 853,638 reactions. Task: Predict the reaction yield, written as a fraction of the theoretical maximum amount of product (1.0 means a 100% yield; for example, 0.34 means a 34% yield). (1) The reactants are N1C=CC=CC=1.CC(OI1(OC(C)=O)(OC(C)=O)OC(=O)C2C=CC=CC1=2)=O.[CH2:29]([O:36][C:37]([N:39]1[CH2:44][CH:43]([CH3:45])[CH:42]([OH:46])[CH:41]([NH:47][C:48]([O:50][C:51]([CH3:54])([CH3:53])[CH3:52])=[O:49])[CH2:40]1)=[O:38])[C:30]1[CH:35]=[CH:34][CH:33]=[CH:32][CH:31]=1.C([O-])(O)=O.[Na+].[O-]S([O-])(=S)=O.[Na+].[Na+]. The catalyst is C(Cl)Cl. The product is [CH2:29]([O:36][C:37]([N:39]1[CH2:44][CH:43]([CH3:45])[C:42](=[O:46])[CH:41]([NH:47][C:48]([O:50][C:51]([CH3:52])([CH3:54])[CH3:53])=[O:49])[CH2:40]1)=[O:38])[C:30]1[CH:31]=[CH:32][CH:33]=[CH:34][CH:35]=1. The yield is 0.950. (2) The reactants are [C:1]1([C@H:7]2[CH2:13][NH:12][CH2:11][C:10]3[CH:14]=[CH:15][C:16]([C:18]([O:20][CH3:21])=[O:19])=[CH:17][C:9]=3[O:8]2)[CH:6]=[CH:5][CH:4]=[CH:3][CH:2]=1.[CH:22](OCC)=[O:23]. No catalyst specified. The product is [CH:22]([N:12]1[CH2:11][C:10]2[CH:14]=[CH:15][C:16]([C:18]([O:20][CH3:21])=[O:19])=[CH:17][C:9]=2[O:8][C@@H:7]([C:1]2[CH:2]=[CH:3][CH:4]=[CH:5][CH:6]=2)[CH2:13]1)=[O:23]. The yield is 0.460. (3) The reactants are [C:1]1([C@H:7]2[CH2:11][O:10][C:9](=[O:12])[N:8]2[CH2:13][C:14]([OH:16])=[O:15])[CH:6]=[CH:5][CH:4]=[CH:3][CH:2]=1.[C:17](Cl)(=O)C. The catalyst is CO. The product is [C:1]1([C@H:7]2[CH2:11][O:10][C:9](=[O:12])[N:8]2[CH2:13][C:14]([O:16][CH3:17])=[O:15])[CH:2]=[CH:3][CH:4]=[CH:5][CH:6]=1. The yield is 0.940. (4) The reactants are FC(F)(F)S(O[C:7]1[CH2:12][CH2:11][CH:10]([C:13]([O:15][CH2:16][CH3:17])=[O:14])[CH2:9][CH:8]=1)(=O)=O.[B:20]1([B:20]2[O:24][C:23]([CH3:26])([CH3:25])[C:22]([CH3:28])([CH3:27])[O:21]2)[O:24][C:23]([CH3:26])([CH3:25])[C:22]([CH3:28])([CH3:27])[O:21]1.C([O-])(=O)C.[K+]. The catalyst is O1CCOCC1.CC(C)=O.Cl[Pd]Cl.C1(P(C2C=CC=CC=2)[C-]2C=CC=C2)C=CC=CC=1.[C-]1(P(C2C=CC=CC=2)C2C=CC=CC=2)C=CC=C1.[Fe+2].C1(P(C2C=CC=CC=2)[C-]2C=CC=C2)C=CC=CC=1.[C-]1(P(C2C=CC=CC=2)C2C=CC=CC=2)C=CC=C1.[Fe+2]. The product is [CH3:27][C:22]1([CH3:28])[C:23]([CH3:26])([CH3:25])[O:24][B:20]([C:7]2[CH2:12][CH2:11][CH:10]([C:13]([O:15][CH2:16][CH3:17])=[O:14])[CH2:9][CH:8]=2)[O:21]1. The yield is 0.631. (5) The reactants are [O:1]=[C:2]1[C:10]2[C:5](=[CH:6][C:7]([C:11]3[N:16]4[N:17]=[CH:18][N:19]=[C:15]4[C:14]([NH:20][CH:21]4[CH2:26][CH2:25][N:24](C(OC(C)(C)C)=O)[CH2:23][CH2:22]4)=[N:13][CH:12]=3)=[CH:8][CH:9]=2)[CH2:4][NH:3]1.FC(F)(F)C(O)=O. The catalyst is ClCCl.O. The product is [NH:24]1[CH2:23][CH2:22][CH:21]([NH:20][C:14]2[C:15]3[N:16]([N:17]=[CH:18][N:19]=3)[C:11]([C:7]3[CH:6]=[C:5]4[C:10](=[CH:9][CH:8]=3)[C:2](=[O:1])[NH:3][CH2:4]4)=[CH:12][N:13]=2)[CH2:26][CH2:25]1. The yield is 0.200. (6) The reactants are CN([CH:4]=[C:5]1[C:9](=O)[CH2:8][N:7]([C:11]([O:13][C:14]([CH3:17])([CH3:16])[CH3:15])=[O:12])[CH2:6]1)C.Cl.[CH:19]1([C:22](=[NH:24])[NH2:23])[CH2:21][CH2:20]1.CCN(CC)CC. The catalyst is CCO. The product is [CH:19]1([C:22]2[N:24]=[CH:4][C:5]3[CH2:6][N:7]([C:11]([O:13][C:14]([CH3:17])([CH3:16])[CH3:15])=[O:12])[CH2:8][C:9]=3[N:23]=2)[CH2:21][CH2:20]1. The yield is 0.640. (7) The reactants are [NH2:1][C:2]1[S:3][CH:4]=[CH:5][N:6]=1.[C:7]([O:11][C:12]([NH:14][C:15]1[CH:20]=[CH:19][CH:18]=[CH:17][C:16]=1[NH:21][C:22](=[O:40])[C:23]1[CH:28]=[CH:27][C:26]([CH2:29][NH:30][CH2:31]CCN2CCOCC2)=[CH:25][CH:24]=1)=[O:13])([CH3:10])([CH3:9])[CH3:8].[OH2:41].[CH2:42]1[CH2:46][O:45][CH2:44][CH2:43]1. No catalyst specified. The product is [C:7]([O:11][C:12]([NH:14][C:15]1[CH:20]=[CH:19][CH:18]=[CH:17][C:16]=1[NH:21][C:22](=[O:40])[C:23]1[CH:24]=[CH:25][C:26]([CH:29]([NH:30][C:31]([NH:1][C:2]2[S:3][CH:4]=[CH:5][N:6]=2)=[O:41])[CH2:17][CH2:16][CH2:15][N:14]2[CH2:42][CH2:46][O:45][CH2:44][CH2:43]2)=[CH:27][CH:28]=1)=[O:13])([CH3:10])([CH3:8])[CH3:9]. The yield is 0.650. (8) The reactants are FC(F)(F)C1C=C(C=C(C(F)(F)F)C=1)CN(C[C:14]1C=[C:16]2[N:31]=[C:30]([CH3:32])[N:29]([CH3:33])[C:17]2=[N:18][C:19]=1N(CC1CC1)CC1CC1)C1N=NNN=1.[H-].[Na+].CI.C(OCC)(=[O:49])C. The catalyst is CN(C=O)C. The product is [CH3:32][C:30]1[N:29]([CH3:33])[C:17]([NH:18][C:19](=[O:49])[CH3:14])=[CH:16][N:31]=1. The yield is 0.0440. (9) The reactants are CC(NC(=O)C1C=CC=C(C(F)(F)F)C=1[Cl:17])C#C.N1N2C=CC=NC2=NN=1.[Cl:28][C:29]1[CH:37]=[C:36](F)[CH:35]=[CH:34][C:30]=1[C:31]([Cl:33])=[O:32].C(Br)C=C.C([O-])([O-])=O.[Cs+].[Cs+]. The catalyst is C1COCC1.[Cu]I.CCOC(C)=O. The yield is 0.670. The product is [Cl:28][C:29]1[CH:37]=[C:36]([Cl:17])[CH:35]=[CH:34][C:30]=1[C:31]([Cl:33])=[O:32]. (10) The reactants are C([O-])=O.[NH4+].[C:5]([N:8]1[CH2:13][CH2:12][N:11]([CH2:14][CH2:15][O:16][C:17]2[CH:22]=[CH:21][C:20]([CH:23]3[CH2:28][CH2:27][N:26]([C:29]4[CH:30]=[CH:31][C:32]5[N:33]([C:35]([C:38]([F:41])([F:40])[F:39])=[N:36][N:37]=5)[N:34]=4)[CH2:25][CH2:24]3)=[CH:19][CH:18]=2)[CH2:10][CH2:9]1)(=[O:7])[CH3:6].CCOCC. The catalyst is [Pd].CCO. The product is [C:5]([N:8]1[CH2:9][CH2:10][N:11]([CH2:14][CH2:15][O:16][C:17]2[CH:18]=[CH:19][C:20]([CH:23]3[CH2:24][CH2:25][N:26]([C:29]4[CH2:30][CH2:31][C:32]5[N:33]([C:35]([C:38]([F:39])([F:40])[F:41])=[N:36][N:37]=5)[N:34]=4)[CH2:27][CH2:28]3)=[CH:21][CH:22]=2)[CH2:12][CH2:13]1)(=[O:7])[CH3:6]. The yield is 0.750.